This data is from Peptide-MHC class II binding affinity with 134,281 pairs from IEDB. The task is: Regression. Given a peptide amino acid sequence and an MHC pseudo amino acid sequence, predict their binding affinity value. This is MHC class II binding data. The peptide sequence is LARALVRAVAESHGV. The MHC is DRB4_0101 with pseudo-sequence DRB4_0103. The binding affinity (normalized) is 0.687.